This data is from Catalyst prediction with 721,799 reactions and 888 catalyst types from USPTO. The task is: Predict which catalyst facilitates the given reaction. (1) Reactant: [CH3:1][O:2][C:3]1[CH:8]=[CH:7][C:6]([CH:9]([OH:19])[CH2:10][CH2:11][CH2:12][C:13]2[CH:18]=[N:17][CH:16]=[CH:15][N:14]=2)=[C:5]([CH3:20])[C:4]=1[CH3:21].CC(OI1(OC(C)=O)(OC(C)=O)OC(=O)C2C=CC=CC1=2)=O. Product: [CH3:1][O:2][C:3]1[CH:8]=[CH:7][C:6]([C:9](=[O:19])[CH2:10][CH2:11][CH2:12][C:13]2[CH:18]=[N:17][CH:16]=[CH:15][N:14]=2)=[C:5]([CH3:20])[C:4]=1[CH3:21]. The catalyst class is: 2. (2) Reactant: [NH2:1][C:2]1[CH:6]=[CH:5][S:4][C:3]=1[C:7]([O:9][CH3:10])=[O:8].[F:11][C:12]([F:24])([F:23])[C:13]1[CH:18]=[CH:17][C:16]([S:19](Cl)(=[O:21])=[O:20])=[CH:15][CH:14]=1.N1C=CC=CC=1. Product: [F:24][C:12]([F:11])([F:23])[C:13]1[CH:14]=[CH:15][C:16]([S:19]([NH:1][C:2]2[CH:6]=[CH:5][S:4][C:3]=2[C:7]([O:9][CH3:10])=[O:8])(=[O:21])=[O:20])=[CH:17][CH:18]=1. The catalyst class is: 4. (3) Reactant: [C:1]([O:5][C:6]([NH:8][C@@H:9]1[CH2:11][C@H:10]1[C:12]1[CH:13]=[C:14]([C:18]([O:20]C)=[O:19])[S:15][C:16]=1[CH3:17])=[O:7])([CH3:4])([CH3:3])[CH3:2].[OH-].[Na+].O. Product: [C:1]([O:5][C:6]([NH:8][C@@H:9]1[CH2:11][C@H:10]1[C:12]1[CH:13]=[C:14]([C:18]([OH:20])=[O:19])[S:15][C:16]=1[CH3:17])=[O:7])([CH3:4])([CH3:2])[CH3:3]. The catalyst class is: 5. (4) Reactant: [Br:1][C:2]1[CH:15]=[C:14]2[C:5]([O:6][CH:7]3[CH:12]([C:13]2=[O:16])[CH2:11][C:10]2([O:20][CH2:19][CH2:18][O:17]2)[CH2:9][CH2:8]3)=[CH:4][CH:3]=1.[CH3:21]C(C)([O-])C.[K+].IC.[Cl-].[NH4+]. Product: [Br:1][C:2]1[CH:15]=[C:14]2[C:5]([O:6][CH:7]3[C:12]([CH3:21])([C:13]2=[O:16])[CH2:11][C:10]2([O:20][CH2:19][CH2:18][O:17]2)[CH2:9][CH2:8]3)=[CH:4][CH:3]=1. The catalyst class is: 7.